This data is from Full USPTO retrosynthesis dataset with 1.9M reactions from patents (1976-2016). The task is: Predict the reactants needed to synthesize the given product. (1) Given the product [C:1]1([S:7]([N:10]2[C:14]3=[N:15][CH:16]=[C:17]([NH:19][C:20](=[O:26])[O:21][C:22]([CH3:25])([CH3:24])[CH3:23])[CH:18]=[C:13]3[CH:12]=[C:11]2[C:49]#[C:48][CH2:47][OH:50])(=[O:9])=[O:8])[CH:6]=[CH:5][CH:4]=[CH:3][CH:2]=1, predict the reactants needed to synthesize it. The reactants are: [C:1]1([S:7]([N:10]2[C:14]3=[N:15][CH:16]=[C:17]([NH:19][C:20](=[O:26])[O:21][C:22]([CH3:25])([CH3:24])[CH3:23])[CH:18]=[C:13]3[CH:12]=[C:11]2Br)(=[O:9])=[O:8])[CH:6]=[CH:5][CH:4]=[CH:3][CH:2]=1.C1(P(C2C=CC=CC=2)C2C=CC=CC=2)C=CC=CC=1.[CH2:47]([OH:50])[C:48]#[CH:49]. (2) Given the product [F:2][C:3]1[CH:8]=[CH:7][C:6]([CH:9]([C:17]2[CH:18]=[CH:19][C:20]([F:23])=[CH:21][CH:22]=2)[CH:10]2[C:15](=[O:16])[CH2:14][CH2:13][N:12]([CH2:25][C:26]3[CH:31]=[C:30]([N+:32]([O-:34])=[O:33])[CH:29]=[CH:28][C:27]=3[OH:35])[CH2:11]2)=[CH:5][CH:4]=1, predict the reactants needed to synthesize it. The reactants are: Cl.[F:2][C:3]1[CH:8]=[CH:7][C:6]([CH:9]([C:17]2[CH:22]=[CH:21][C:20]([F:23])=[CH:19][CH:18]=2)[CH:10]2[C:15](=[O:16])[CH2:14][CH2:13][NH:12][CH2:11]2)=[CH:5][CH:4]=1.Cl[CH2:25][C:26]1[CH:31]=[C:30]([N+:32]([O-:34])=[O:33])[CH:29]=[CH:28][C:27]=1[OH:35].C(=O)([O-])[O-].[K+].[K+]. (3) Given the product [CH3:34][C:31]1[CH:32]=[CH:33][C:28]([N:26]2[C:25](=[O:35])[N:18]3[C:19](=[O:24])[NH:20][C:21]4[CH:22]=[CH:23][C:14](/[CH:3]=[CH:2]/[C:1]([O:5][CH2:6][C:7]5[CH:12]=[CH:11][CH:10]=[CH:9][CH:8]=5)=[O:4])=[CH:15][C:16]=4[C:17]3=[N:27]2)=[CH:29][CH:30]=1, predict the reactants needed to synthesize it. The reactants are: [C:1]([O:5][CH2:6][C:7]1[CH:12]=[CH:11][CH:10]=[CH:9][CH:8]=1)(=[O:4])[CH:2]=[CH2:3].Br[C:14]1[CH:23]=[CH:22][C:21]2[NH:20][C:19](=[O:24])[N:18]3[C:25](=[O:35])[N:26]([C:28]4[CH:33]=[CH:32][C:31]([CH3:34])=[CH:30][CH:29]=4)[N:27]=[C:17]3[C:16]=2[CH:15]=1.C1(P(C2C=CC=CC=2)C2C=CC=CC=2)C=CC=CC=1. (4) The reactants are: [Cl:1][C:2]1[NH:11][C:10]2[C:9](=[O:12])[N:7]([CH3:8])[C:6](=[O:13])[N:5]([CH3:14])[C:4]=2[N:3]=1.[C:15]([C:17]1[CH:24]=[CH:23][CH:22]=[CH:21][C:18]=1[CH2:19]Br)#[N:16].C(=O)([O-])[O-].[K+].[K+].[I-].[K+]. Given the product [Cl:1][C:2]1[N:11]([CH2:19][C:18]2[CH:21]=[CH:22][CH:23]=[CH:24][C:17]=2[C:15]#[N:16])[C:10]2[C:9](=[O:12])[N:7]([CH3:8])[C:6](=[O:13])[N:5]([CH3:14])[C:4]=2[N:3]=1, predict the reactants needed to synthesize it. (5) The reactants are: N1[C:5]2[CH:6]=[CH:7]C=C[C:4]=2[NH:3]C=1.C([N:12]([CH2:15][CH3:16])[CH2:13][CH3:14])C.C(Cl)(=O)[C:18]1[CH:23]=[CH:22][CH:21]=[C:20]([O:24][CH3:25])[CH:19]=1.[OH-:28].[Na+].[OH2:30]. Given the product [NH:12]1[C:13]2[CH:14]=[CH:7][CH:6]=[CH:5][C:4]=2[N:3]=[C:15]1[C:16]([O:30][C:18]1[CH:23]=[CH:22][CH:21]=[C:20]([O:24][CH3:25])[CH:19]=1)=[O:28], predict the reactants needed to synthesize it. (6) Given the product [CH2:3]([O:8][CH:9]([CH2:15][C:16]1[CH:21]=[CH:20][C:19]([O:22][CH2:23][C:24]2[CH:29]=[CH:28][CH:27]=[CH:26][CH:25]=2)=[CH:18][CH:17]=1)[C:10]([O:12][CH2:13][CH3:14])=[O:11])[CH3:4], predict the reactants needed to synthesize it. The reactants are: [H-].[Na+].[C:3]([O-])(=O)[CH2:4]C.[OH:8][CH:9]([CH2:15][C:16]1[CH:21]=[CH:20][C:19]([O:22][CH2:23][C:24]2[CH:29]=[CH:28][CH:27]=[CH:26][CH:25]=2)=[CH:18][CH:17]=1)[C:10]([O:12][CH2:13][CH3:14])=[O:11].C(I)C.